The task is: Binary Classification. Given a T-cell receptor sequence (or CDR3 region) and an epitope sequence, predict whether binding occurs between them.. This data is from TCR-epitope binding with 47,182 pairs between 192 epitopes and 23,139 TCRs. (1) The epitope is ILGLPTQTV. The TCR CDR3 sequence is CATSRVADQFEQYF. Result: 0 (the TCR does not bind to the epitope). (2) The epitope is SEETGTLIV. The TCR CDR3 sequence is CASSFGSSGTEAFF. Result: 0 (the TCR does not bind to the epitope). (3) The epitope is FPPTSFGPL. The TCR CDR3 sequence is CASSLVLAQETQYF. Result: 1 (the TCR binds to the epitope). (4) The epitope is SSTFNVPMEKLK. The TCR CDR3 sequence is CASSKRGVAGGPHGELFF. Result: 0 (the TCR does not bind to the epitope). (5) The epitope is TSDLATNNLVVMAY. The TCR CDR3 sequence is CATRYDYNEQFF. Result: 1 (the TCR binds to the epitope).